From a dataset of hERG potassium channel inhibition data for cardiac toxicity prediction from Karim et al.. Regression/Classification. Given a drug SMILES string, predict its toxicity properties. Task type varies by dataset: regression for continuous values (e.g., LD50, hERG inhibition percentage) or binary classification for toxic/non-toxic outcomes (e.g., AMES mutagenicity, cardiotoxicity, hepatotoxicity). Dataset: herg_karim. The drug is Cc1c(NC(=O)c2ccc(C(C)(C)C)cc2)cccc1-c1cn(C)c(=O)c(Nc2ccc(C(=O)N3CCOCC3)cc2)n1. The result is 0 (non-blocker).